Dataset: Catalyst prediction with 721,799 reactions and 888 catalyst types from USPTO. Task: Predict which catalyst facilitates the given reaction. (1) Reactant: [OH-].[Na+].C[O:4][C:5](=[O:29])[C@H:6]([OH:28])[C@@H:7]([NH:15][C:16]([C:18]1[NH:27][C:21]2=[CH:22][N:23]=[C:24]([Cl:26])[CH:25]=[C:20]2[CH:19]=1)=[O:17])[CH2:8][C:9]1[CH:14]=[CH:13][CH:12]=[CH:11][CH:10]=1. Product: [Cl:26][C:24]1[CH:25]=[C:20]2[CH:19]=[C:18]([C:16]([NH:15][C@@H:7]([CH2:8][C:9]3[CH:10]=[CH:11][CH:12]=[CH:13][CH:14]=3)[C@@H:6]([OH:28])[C:5]([OH:29])=[O:4])=[O:17])[NH:27][C:21]2=[CH:22][N:23]=1. The catalyst class is: 5. (2) Reactant: Cl[C:2]1[C:11]([N:12]([CH:14]([CH3:16])[CH3:15])[CH3:13])=[N:10][C:9]2[C:4](=[CH:5][CH:6]=[C:7]([C:17]([O:19][CH3:20])=[O:18])[CH:8]=2)[N:3]=1.[C:21]([C:24]1[CH:29]=[CH:28][C:27](B(O)O)=[CH:26][CH:25]=1)(=[O:23])[NH2:22].[O-]P([O-])([O-])=O.[K+].[K+].[K+]. Product: [C:21]([C:24]1[CH:29]=[CH:28][C:27]([C:2]2[C:11]([N:12]([CH:14]([CH3:16])[CH3:15])[CH3:13])=[N:10][C:9]3[C:4](=[CH:5][CH:6]=[C:7]([C:17]([O:19][CH3:20])=[O:18])[CH:8]=3)[N:3]=2)=[CH:26][CH:25]=1)(=[O:23])[NH2:22]. The catalyst class is: 70. (3) Reactant: [Cl:1][C:2]1[C:6]([Cl:7])=[C:5]([CH3:8])[NH:4][C:3]=1[C:9]([NH:11][CH:12]1[CH2:17][CH2:16][N:15]([C:18]2[S:19][C:20]([C:35]([O:37]CC)=[O:36])=[C:21]([CH2:23][N:24]3[C:32](=[O:33])[C:31]4[C:26](=[CH:27][CH:28]=[CH:29][CH:30]=4)[C:25]3=[O:34])[N:22]=2)[CH2:14][CH2:13]1)=[O:10].[Li+].[OH-:41]. Product: [C:32]([C:31]1[CH:30]=[CH:29][CH:28]=[CH:27][C:26]=1[C:25]([NH:24][CH2:23][C:21]1[N:22]=[C:18]([N:15]2[CH2:16][CH2:17][CH:12]([NH:11][C:9]([C:3]3[NH:4][C:5]([CH3:8])=[C:6]([Cl:7])[C:2]=3[Cl:1])=[O:10])[CH2:13][CH2:14]2)[S:19][C:20]=1[C:35]([OH:37])=[O:36])=[O:34])([OH:41])=[O:33]. The catalyst class is: 20.